Dataset: Reaction yield outcomes from USPTO patents with 853,638 reactions. Task: Predict the reaction yield, written as a fraction of the theoretical maximum amount of product (1.0 means a 100% yield; for example, 0.34 means a 34% yield). (1) The reactants are S(O)(=O)(=O)C.[CH3:6][C:7]1[N:8]=[C:9]2[C:14]([NH:15][CH2:16][C:17]3[C:22]([CH3:23])=[CH:21][CH:20]=[CH:19][C:18]=3[CH2:24][CH3:25])=[CH:13][C:12]([C:26](N)=[O:27])=[CH:11][N:10]2[C:29]=1[CH3:30].[OH-:31].[Na+]. The catalyst is C(O)C. The product is [CH3:6][C:7]1[N:8]=[C:9]2[C:14]([NH:15][CH2:16][C:17]3[C:22]([CH3:23])=[CH:21][CH:20]=[CH:19][C:18]=3[CH2:24][CH3:25])=[CH:13][C:12]([C:26]([OH:27])=[O:31])=[CH:11][N:10]2[C:29]=1[CH3:30]. The yield is 0.880. (2) The reactants are [Cl:1][C:2]1[CH:3]=[C:4]([O:24]C)[C:5]([NH:8][S:9]([C:12]2[CH:13]=[N:14][CH:15]=[C:16]([C:18]3[CH:23]=[CH:22][CH:21]=[CH:20][CH:19]=3)[CH:17]=2)(=[O:11])=[O:10])=[N:6][CH:7]=1.B(Br)(Br)Br.C([O-])(O)=O.[Na+]. The catalyst is C(Cl)Cl. The product is [Cl:1][C:2]1[CH:3]=[C:4]([OH:24])[C:5]([NH:8][S:9]([C:12]2[CH:13]=[N:14][CH:15]=[C:16]([C:18]3[CH:23]=[CH:22][CH:21]=[CH:20][CH:19]=3)[CH:17]=2)(=[O:10])=[O:11])=[N:6][CH:7]=1. The yield is 0.280. (3) The product is [Cl:3][C:7]1[NH:6][C:14]2[C:9]([C:8]=1[CH:19]=[O:20])=[CH:10][CH:11]=[CH:12][CH:13]=2. The yield is 0.840. The reactants are P(Cl)(Cl)([Cl:3])=O.[NH:6]1[C:14]2[C:9](=[CH:10][CH:11]=[CH:12][CH:13]=2)[CH2:8][C:7]1=O.CN([CH:19]=[O:20])C. No catalyst specified. (4) The reactants are [NH2:1][C:2]1[CH:3]=[C:4]([CH:10]=[CH:11][CH:12]=1)[C:5]([O:7][CH2:8][CH3:9])=[O:6].Cl.Cl[CH2:15][CH2:16][NH:17][CH2:18][CH2:19]Cl. The catalyst is C1(C)C(C)=CC=CC=1. The product is [N:1]1([C:2]2[CH:3]=[C:4]([CH:10]=[CH:11][CH:12]=2)[C:5]([O:7][CH2:8][CH3:9])=[O:6])[CH2:19][CH2:18][NH:17][CH2:16][CH2:15]1. The yield is 0.700. (5) The catalyst is CN(C=O)C. The reactants are [Cl:1][C:2]1[CH:7]=[C:6]([CH3:8])[C:5]([N+:9]([O-:11])=[O:10])=[CH:4][C:3]=1[N+:12]([O-:14])=[O:13].C[C:16]([N:18]([CH3:20])[CH3:19])=O.O. The yield is 0.720. The product is [Cl:1][C:2]1[C:3]([N+:12]([O-:14])=[O:13])=[CH:4][C:5]([N+:9]([O-:11])=[O:10])=[C:6](/[CH:8]=[CH:16]/[N:18]([CH3:20])[CH3:19])[CH:7]=1. (6) The reactants are [CH3:1][O:2][C:3](=[O:11])[C:4]1[CH:9]=[CH:8][CH:7]=[C:6]([OH:10])[CH:5]=1.F[C:13]1[CH:18]=[CH:17][C:16]([F:19])=[CH:15][C:14]=1[N+:20]([O-:22])=[O:21].[CH3:23][O:24]C(=O)C1C=CC=CC=1OC1C=CC(F)=CC=1N.[CH3:42][O:43][C:44](=[O:60])[C:45]1[CH:50]=[CH:49][CH:48]=[C:47]([O:51][C:52]2[CH:57]=[CH:56][C:55]([F:58])=[CH:54][C:53]=2[NH2:59])[CH:46]=1.[NH2:61][C:62]1[S:63][CH:64]=[CH:65][N:66]=1. No catalyst specified. The product is [CH3:1][O:2][C:3](=[O:11])[C:4]1[CH:9]=[CH:8][CH:7]=[C:6]([O:10][C:13]2[CH:18]=[CH:17][C:16]([F:19])=[CH:15][C:14]=2[N+:20]([O-:22])=[O:21])[CH:5]=1.[CH3:42][O:43][C:44](=[O:60])[C:45]1[CH:50]=[CH:49][CH:48]=[C:47]([O:51][C:52]2[CH:57]=[CH:56][C:55]([F:58])=[CH:54][C:53]=2[NH:59][C:23]([NH:61][C:62]2[S:63][CH:64]=[CH:65][N:66]=2)=[O:24])[CH:46]=1. The yield is 0.500.